From a dataset of Reaction yield outcomes from USPTO patents with 853,638 reactions. Predict the reaction yield, written as a fraction of the theoretical maximum amount of product (1.0 means a 100% yield; for example, 0.34 means a 34% yield). The reactants are [OH:1][C:2]1[CH:9]=[CH:8][C:5]([CH:6]=O)=[CH:4][CH:3]=1.[CH3:10][C@H:11]1[CH2:16][NH:15][C@H:14]([CH3:17])[CH2:13][N:12]1[C@H:18]([C:25]1[CH:37]=[CH:36][C:28]([C:29]([N:31]([CH2:34][CH3:35])[CH2:32][CH3:33])=[O:30])=[CH:27][CH:26]=1)[C:19]1[CH:24]=[CH:23][CH:22]=[CH:21][CH:20]=1.C(O[BH-](OC(=O)C)OC(=O)C)(=O)C.[Na+]. The catalyst is C(O)(=O)C.O1CCCC1. The product is [CH3:10][C@H:11]1[CH2:16][N:15]([CH2:6][C:5]2[CH:8]=[CH:9][C:2]([OH:1])=[CH:3][CH:4]=2)[C@H:14]([CH3:17])[CH2:13][N:12]1[C@H:18]([C:25]1[CH:26]=[CH:27][C:28]([C:29]([N:31]([CH2:34][CH3:35])[CH2:32][CH3:33])=[O:30])=[CH:36][CH:37]=1)[C:19]1[CH:20]=[CH:21][CH:22]=[CH:23][CH:24]=1. The yield is 0.730.